The task is: Predict which catalyst facilitates the given reaction.. This data is from Catalyst prediction with 721,799 reactions and 888 catalyst types from USPTO. (1) Reactant: [Cl:1][C:2]1[C:7]([N+:8]([O-:10])=[O:9])=[CH:6][C:5]([OH:11])=[C:4]([CH3:12])[CH:3]=1.[C:13](=O)([O-])[O-].[K+].[K+].CI.C(O)(=O)CC(CC(O)=O)(C(O)=O)O. Product: [Cl:1][C:2]1[CH:3]=[C:4]([CH3:12])[C:5]([O:11][CH3:13])=[CH:6][C:7]=1[N+:8]([O-:10])=[O:9]. The catalyst class is: 3. (2) Reactant: [NH:1]1[C:9]2[C:4](=[CH:5][C:6]([NH:10][C:11]([C:13]3[C:14]([C:19]4[CH:24]=[CH:23][C:22]([C:25]([F:28])([F:27])[F:26])=[CH:21][CH:20]=4)=[CH:15][CH:16]=[CH:17][CH:18]=3)=[O:12])=[CH:7][CH:8]=2)[CH2:3][CH2:2]1.[N:29]1([CH2:34][C:35](O)=[O:36])[CH:33]=[N:32][N:31]=[N:30]1.F[P-](F)(F)(F)(F)F.N1(O[P+](N2CCCC2)(N2CCCC2)N2CCCC2)C2C=CC=CC=2N=N1.C(N(C(C)C)CC)(C)C. Product: [N:29]1([CH2:34][C:35]([N:1]2[C:9]3[C:4](=[CH:5][C:6]([NH:10][C:11]([C:13]4[C:14]([C:19]5[CH:20]=[CH:21][C:22]([C:25]([F:26])([F:27])[F:28])=[CH:23][CH:24]=5)=[CH:15][CH:16]=[CH:17][CH:18]=4)=[O:12])=[CH:7][CH:8]=3)[CH2:3][CH2:2]2)=[O:36])[CH:33]=[N:32][N:31]=[N:30]1. The catalyst class is: 255. (3) Reactant: [CH2:1]([NH:8][S:9]([CH2:12][C:13]1[CH:26]=[CH:25][C:16]([CH2:17][C:18]2[CH:23]=[CH:22][C:21]([NH2:24])=[CH:20][CH:19]=2)=[CH:15][CH:14]=1)(=[O:11])=[O:10])[C:2]1[CH:7]=[CH:6][CH:5]=[CH:4][CH:3]=1.Cl[C:28]1[NH:29][CH2:30][CH2:31][N:32]=1.C(=O)([O-])[O-].[K+].[K+]. Product: [CH2:1]([NH:8][S:9]([CH2:12][C:13]1[CH:14]=[CH:15][C:16]([CH2:17][C:18]2[CH:19]=[CH:20][C:21]([NH:24][C:28]3[NH:32][CH2:31][CH2:30][N:29]=3)=[CH:22][CH:23]=2)=[CH:25][CH:26]=1)(=[O:11])=[O:10])[C:2]1[CH:3]=[CH:4][CH:5]=[CH:6][CH:7]=1. The catalyst class is: 41. (4) Reactant: [Br:1][CH2:2][CH2:3]Br.C(=O)([O-])[O-].[K+].[K+].[Cl:11][C:12]1[CH:17]=[C:16]([N+:18]([O-:20])=[O:19])[CH:15]=[CH:14][C:13]=1[OH:21]. Product: [Br:1][CH2:2][CH2:3][O:21][C:13]1[CH:14]=[CH:15][C:16]([N+:18]([O-:20])=[O:19])=[CH:17][C:12]=1[Cl:11]. The catalyst class is: 39. (5) Reactant: [CH3:1][C:2]([CH3:24])([CH3:23])[C:3]([NH:5][C:6]1[C:11](/[CH:12]=[CH:13]/[C:14]([O:16][CH2:17][CH2:18][CH2:19][CH3:20])=[O:15])=[CH:10][CH:9]=[C:8]([O:21][CH3:22])[N:7]=1)=[O:4].[H][H]. Product: [CH3:23][C:2]([CH3:1])([CH3:24])[C:3]([NH:5][C:6]1[C:11]([CH2:12][CH2:13][C:14]([O:16][CH2:17][CH2:18][CH2:19][CH3:20])=[O:15])=[CH:10][CH:9]=[C:8]([O:21][CH3:22])[N:7]=1)=[O:4]. The catalyst class is: 29. (6) Reactant: Cl.[CH3:2][O:3][C:4]([C:6]1[N:7]=[C:8]([C:11]2[CH:16]=[CH:15][C:14]([CH2:17][NH2:18])=[CH:13][CH:12]=2)[O:9][CH:10]=1)=[O:5].CCN=C=NCCCN(C)C.Cl.[CH:31]1[CH:32]=[CH:33]C2N(O)N=[N:37][C:35]=2[CH:36]=1.[F:41][C:42]([F:55])([F:54])[O:43][C:44]1[CH:49]=[CH:48][C:47]([CH2:50][C:51]([OH:53])=[O:52])=[CH:46][CH:45]=1.CCN(C(C)C)C(C)C. Product: [N:37]1([C:4]([C:6]2[N:7]=[C:8]([C:11]3[CH:12]=[CH:13][C:14]([CH2:17][NH:18][C:51](=[O:53])[CH2:50][C:47]4[CH:46]=[CH:45][C:44]([O:43][C:42]([F:41])([F:55])[F:54])=[CH:49][CH:48]=4)=[CH:15][CH:16]=3)[O:9][CH:10]=2)=[O:5])[CH2:33][CH2:32][CH2:31][CH2:36][CH2:35]1.[CH3:2][O:3][C:4]([C:6]1[N:7]=[C:8]([C:11]2[CH:16]=[CH:15][C:14]([CH2:17][NH:18][C:51](=[O:52])[CH2:50][C:47]3[CH:48]=[CH:49][C:44]([O:43][C:42]([F:54])([F:41])[F:55])=[CH:45][CH:46]=3)=[CH:13][CH:12]=2)[O:9][CH:10]=1)=[O:5]. The catalyst class is: 3. (7) Reactant: [CH3:1][O:2][C:3]1[CH:8]=[CH:7][C:6]([C:9]2[N:10]=[C:11]([S:31][CH3:32])[O:12][C:13]=2[C:14]2[CH:30]=[CH:29][C:17]([O:18][CH2:19][CH2:20][NH:21]C(=O)OC(C)(C)C)=[CH:16][CH:15]=2)=[CH:5][CH:4]=1.[ClH:33]. Product: [ClH:33].[CH3:1][O:2][C:3]1[CH:8]=[CH:7][C:6]([C:9]2[N:10]=[C:11]([S:31][CH3:32])[O:12][C:13]=2[C:14]2[CH:30]=[CH:29][C:17]([O:18][CH2:19][CH2:20][NH2:21])=[CH:16][CH:15]=2)=[CH:5][CH:4]=1. The catalyst class is: 13.